Dataset: Full USPTO retrosynthesis dataset with 1.9M reactions from patents (1976-2016). Task: Predict the reactants needed to synthesize the given product. (1) Given the product [CH3:10][C:2]1[CH:1]=[C:10]([C:2]2[CH-:3][C:4]3[C:9]([CH:1]=2)=[CH:8][CH:7]=[CH:6][CH:5]=3)[C:9]2[C:4](=[CH:5][CH:6]=[CH:7][CH:8]=2)[CH:3]=1.[K+:30], predict the reactants needed to synthesize it. The reactants are: [CH3:1][C:2]1[CH2:3][C:4]2[C:9]([CH:10]=1)=[C:8](C1C3C(=CC=CC=3)C=CC=1)[CH:7]=[CH:6][CH:5]=2.C[Si]([N-][Si](C)(C)C)(C)C.[K+:30]. (2) Given the product [CH2:10]([C:9]1[C:5]([O:22][CH3:18])=[CH:6][S:7][CH:8]=1)[CH2:11][CH2:12][CH2:13][CH2:14][CH3:15], predict the reactants needed to synthesize it. The reactants are: C[O-].[Na+].Br[C:5]1[C:9]([CH2:10][CH2:11][CH2:12][CH2:13][CH2:14][CH3:15])=[CH:8][S:7][CH:6]=1.CN1CCC[C:18]1=[O:22].C1(C)C=CC=CC=1. (3) Given the product [Br:17][C:15]1[CH:16]=[C:4]2[C:5](=[CH:13][CH:14]=1)[C:6](=[O:7])[NH:8][CH:9]([CH3:10])[CH2:3]2, predict the reactants needed to synthesize it. The reactants are: NC(C)[CH2:3][C:4]1[CH:16]=[C:15]([Br:17])[CH:14]=[CH:13][C:5]=1[C:6]([N:8](CC)[CH2:9][CH3:10])=[O:7].O.C1(C)C=CC(S(O)(=O)=O)=CC=1. (4) Given the product [CH2:1]([CH:4]1[C:16](=[O:17])[C:15]([CH3:18])=[C:14]2[C:6]([CH2:23][CH2:24][CH2:25][CH3:26])([CH2:7][C:8]3[C:13]2=[CH:12][CH:11]=[C:10]([OH:19])[CH:9]=3)[CH2:5]1)[CH:2]=[CH2:3], predict the reactants needed to synthesize it. The reactants are: [CH2:1]([CH:4]1[C:16](=[O:17])[C:15]([CH3:18])=[C:14]2[C:6]([CH2:23][CH2:24][CH2:25][CH3:26])([CH2:7][C:8]3[C:13]2=[CH:12][CH:11]=[C:10]([O:19]COC)[CH:9]=3)[CH2:5]1)[CH:2]=[CH2:3].Cl. (5) Given the product [F:26][C:20]1[CH:21]=[C:22]([F:25])[CH:23]=[CH:24][C:19]=1[N:17]([CH3:18])[C:15]([C:13]1[S:14][C:5]2[C:4]3[CH:3]=[C:2]([CH:34]=[O:35])[CH:11]=[CH:10][C:9]=3[O:8][CH2:7][C:6]=2[CH:12]=1)=[O:16], predict the reactants needed to synthesize it. The reactants are: Br[C:2]1[CH:11]=[CH:10][C:9]2[O:8][CH2:7][C:6]3[CH:12]=[C:13]([C:15]([N:17]([C:19]4[CH:24]=[CH:23][C:22]([F:25])=[CH:21][C:20]=4[F:26])[CH3:18])=[O:16])[S:14][C:5]=3[C:4]=2[CH:3]=1.C([Li])CCC.CN(C)[CH:34]=[O:35].[Cl-].[NH4+]. (6) Given the product [F:28][C:29]([F:31])([F:30])[CH:1]([C:3]1[CH:27]=[C:6]2[CH2:7][N:8]([C:12]([O:14][CH2:15][C:16]3[CH:21]=[C:20]([C:22]([F:24])([F:23])[F:25])[CH:19]=[C:18]([Cl:26])[CH:17]=3)=[O:13])[CH2:9][CH2:10][CH2:11][N:5]2[N:4]=1)[OH:2], predict the reactants needed to synthesize it. The reactants are: [CH:1]([C:3]1[CH:27]=[C:6]2[CH2:7][N:8]([C:12]([O:14][CH2:15][C:16]3[CH:21]=[C:20]([C:22]([F:25])([F:24])[F:23])[CH:19]=[C:18]([Cl:26])[CH:17]=3)=[O:13])[CH2:9][CH2:10][CH2:11][N:5]2[N:4]=1)=[O:2].[F:28][C:29]([Si](C)(C)C)([F:31])[F:30].[F-].C([N+](CCCC)(CCCC)CCCC)CCC.Cl.